This data is from Forward reaction prediction with 1.9M reactions from USPTO patents (1976-2016). The task is: Predict the product of the given reaction. (1) Given the reactants [NH2:1][C:2]1[N:3]([CH3:8])[N:4]=[CH:5][C:6]=1[Br:7].[I:9][C:10]1[CH:18]=[CH:17][C:13]([C:14](Cl)=[O:15])=[CH:12][CH:11]=1.N1C=CC=CC=1, predict the reaction product. The product is: [Br:7][C:6]1[CH:5]=[N:4][N:3]([CH3:8])[C:2]=1[NH:1][C:14](=[O:15])[C:13]1[CH:17]=[CH:18][C:10]([I:9])=[CH:11][CH:12]=1. (2) Given the reactants [CH2:1]([O:8][C:9]1[CH:10]=[C:11]([CH:14]=[CH:15][C:16]=1[CH2:17][C:18]1[CH:23]=[CH:22][C:21]([CH2:24][CH3:25])=[CH:20][CH:19]=1)[CH2:12][OH:13])[C:2]1[CH:7]=[CH:6][CH:5]=[CH:4][CH:3]=1.C(OCC)(=O)C, predict the reaction product. The product is: [CH2:1]([O:8][C:9]1[CH:10]=[C:11]([CH:14]=[CH:15][C:16]=1[CH2:17][C:18]1[CH:19]=[CH:20][C:21]([CH2:24][CH3:25])=[CH:22][CH:23]=1)[CH:12]=[O:13])[C:2]1[CH:3]=[CH:4][CH:5]=[CH:6][CH:7]=1. (3) Given the reactants [NH:1]([C:3]1[N:8]=[C:7]([N:9]2[CH2:14][CH2:13][O:12][CH2:11][CH2:10]2)[N:6]=[C:5]([O:15][CH2:16][C:17]([CH3:20])([OH:19])[CH3:18])[CH:4]=1)[NH2:2].[N:21]([O-])=O.[Na+].C(OCC)(=O)C, predict the reaction product. The product is: [N:1]([C:3]1[N:8]=[C:7]([N:9]2[CH2:14][CH2:13][O:12][CH2:11][CH2:10]2)[N:6]=[C:5]([O:15][CH2:16][C:17]([CH3:20])([OH:19])[CH3:18])[CH:4]=1)=[N+:2]=[N-:21]. (4) Given the reactants [CH2:1]([O:8][CH2:9][CH2:10][N:11]1[C:19]2[C:14](=[C:15](Br)[CH:16]=[CH:17][CH:18]=2)[C:13]([O:21][C@@H:22]2[O:48][C@H:47]([CH2:49][O:50][C:51](=[O:56])[C:52]([CH3:55])([CH3:54])[CH3:53])[C@@H:39]([O:40][C:41](=[O:46])[C:42]([CH3:45])([CH3:44])[CH3:43])[C@H:31]([O:32][C:33](=[O:38])[C:34]([CH3:37])([CH3:36])[CH3:35])[C@H:23]2[O:24][C:25](=[O:30])[C:26]([CH3:29])([CH3:28])[CH3:27])=[N:12]1)[C:2]1[CH:7]=[CH:6][CH:5]=[CH:4][CH:3]=1.[CH2:57]([O:64][C:65]1[CH:70]=[CH:69][CH:68]=[C:67]([CH:71]=[CH2:72])[CH:66]=1)[C:58]1[CH:63]=[CH:62][CH:61]=[CH:60][CH:59]=1.C(N(CC)CC)C.CC1C=CC=CC=1P(C1C=CC=CC=1C)C1C=CC=CC=1C, predict the reaction product. The product is: [CH2:1]([O:8][CH2:9][CH2:10][N:11]1[C:19]2[C:14](=[C:15](/[CH:72]=[CH:71]/[C:67]3[CH:68]=[CH:69][CH:70]=[C:65]([O:64][CH2:57][C:58]4[CH:63]=[CH:62][CH:61]=[CH:60][CH:59]=4)[CH:66]=3)[CH:16]=[CH:17][CH:18]=2)[C:13]([O:21][C@@H:22]2[O:48][C@H:47]([CH2:49][O:50][C:51](=[O:56])[C:52]([CH3:55])([CH3:54])[CH3:53])[C@@H:39]([O:40][C:41](=[O:46])[C:42]([CH3:45])([CH3:44])[CH3:43])[C@H:31]([O:32][C:33](=[O:38])[C:34]([CH3:37])([CH3:36])[CH3:35])[C@H:23]2[O:24][C:25](=[O:30])[C:26]([CH3:29])([CH3:28])[CH3:27])=[N:12]1)[C:2]1[CH:7]=[CH:6][CH:5]=[CH:4][CH:3]=1. (5) Given the reactants [C:1]([O:12][CH:13]=[CH2:14])(=[O:11])[CH2:2][CH2:3][CH2:4][CH2:5][C:6]([O:8][CH:9]=[CH2:10])=[O:7].C(O)(C)(C)C.C(S([O-])=O)O.[Na+], predict the reaction product. The product is: [C:6]([O:8][CH:9]=[CH2:10])(=[O:7])[CH2:5][CH2:4][CH2:3][CH2:2][C:1]([O:12][CH:13]=[CH2:14])=[O:11].